Predict the reactants needed to synthesize the given product. From a dataset of Full USPTO retrosynthesis dataset with 1.9M reactions from patents (1976-2016). Given the product [C:23]([C:27]1[N:28]=[C:29]([N:36]2[CH2:37][C:38]3([CH2:39][O:40][CH2:41]3)[CH2:42]2)[C:30]2[N:35]=[N:34][N:33]([CH2:8][C:9]3[N:11]([CH3:14])[N:12]=[N:13][N:10]=3)[C:31]=2[N:32]=1)([CH3:26])([CH3:24])[CH3:25], predict the reactants needed to synthesize it. The reactants are: C(C1N=C(N2CCC(F)(F)C2)[C:8]2[N:13]=[N:12][N:11]([CH2:14]C)[C:9]=2[N:10]=1)(C)(C)C.[C:23]([C:27]1[N:28]=[C:29]([N:36]2[CH2:42][C:38]3([CH2:41][O:40][CH2:39]3)[CH2:37]2)[C:30]2[N:35]=[N:34][NH:33][C:31]=2[N:32]=1)([CH3:26])([CH3:25])[CH3:24].ClCC1N(C)N=NN=1.